From a dataset of Reaction yield outcomes from USPTO patents with 853,638 reactions. Predict the reaction yield, written as a fraction of the theoretical maximum amount of product (1.0 means a 100% yield; for example, 0.34 means a 34% yield). (1) The reactants are Cl[C:2]1[CH:7]=[CH:6][C:5]([CH3:8])=[CH:4][N:3]=1.[NH2:9][CH:10]1[CH2:15][CH2:14][CH:13]([OH:16])[CH2:12][CH2:11]1.C(O[Na])(C)(C)C.C1C=CC(P(C2C=CC3C(=CC=CC=3)C=2C2C3C(=CC=CC=3)C=CC=2P(C2C=CC=CC=2)C2C=CC=CC=2)C2C=CC=CC=2)=CC=1. The catalyst is C1(C)C=CC=CC=1.O.C1C=CC(/C=C/C(/C=C/C2C=CC=CC=2)=O)=CC=1.C1C=CC(/C=C/C(/C=C/C2C=CC=CC=2)=O)=CC=1.C1C=CC(/C=C/C(/C=C/C2C=CC=CC=2)=O)=CC=1.[Pd].[Pd]. The product is [CH3:8][C:5]1[CH:6]=[CH:7][C:2]([NH:9][CH:10]2[CH2:15][CH2:14][CH:13]([OH:16])[CH2:12][CH2:11]2)=[N:3][CH:4]=1. The yield is 0.600. (2) The reactants are [Cl:1][C:2]1[C:3]2[CH:14]=[CH:13][C:12](=[O:15])[N:11]([C:16]3[C:21]([F:22])=[CH:20][CH:19]=[CH:18][C:17]=3[F:23])[C:4]=2[N:5]=[C:6](S(C)=O)[N:7]=1.[CH2:24]([N:26]([CH2:31][CH3:32])[CH2:27][CH2:28][CH2:29][NH2:30])[CH3:25].C(N(CC)CC)C. The catalyst is ClCCl. The product is [Cl:1][C:2]1[C:3]2[CH:14]=[CH:13][C:12](=[O:15])[N:11]([C:16]3[C:21]([F:22])=[CH:20][CH:19]=[CH:18][C:17]=3[F:23])[C:4]=2[N:5]=[C:6]([NH:30][CH2:29][CH2:28][CH2:27][N:26]([CH2:31][CH3:32])[CH2:24][CH3:25])[N:7]=1. The yield is 0.600. (3) The yield is 0.500. The reactants are [OH:1][CH2:2][CH:3]1[CH2:8][CH2:7][N:6]([C:9]([O:11][C:12]([CH3:15])([CH3:14])[CH3:13])=[O:10])[CH2:5][CH2:4]1.[F:16][C:17]([F:21])([F:20])[CH2:18]O.C1(P(C2C=CC=CC=2)C2C=CC=CC=2)C=CC=CC=1.C(OC(N=NC(OC(C)(C)C)=O)=O)(C)(C)C. The product is [F:16][C:17]([F:21])([F:20])[CH2:18][O:1][CH2:2][CH:3]1[CH2:8][CH2:7][N:6]([C:9]([O:11][C:12]([CH3:15])([CH3:14])[CH3:13])=[O:10])[CH2:5][CH2:4]1. The catalyst is C1COCC1. (4) The product is [NH:8]1[C:9]2[C:5](=[CH:4][CH:3]=[C:2]([C:23]3[CH:24]=[CH:25][C:20]([CH:18]=[O:19])=[CH:21][CH:22]=3)[CH:10]=2)[CH:6]=[N:7]1. The yield is 0.330. The reactants are Br[C:2]1[CH:10]=[C:9]2[C:5]([CH:6]=[N:7][N:8]2C(OC(C)(C)C)=O)=[CH:4][CH:3]=1.[CH:18]([C:20]1[CH:25]=[CH:24][C:23](B(O)O)=[CH:22][CH:21]=1)=[O:19].O1CCOCC1. The catalyst is C(=O)([O-])[O-].[Cs+].[Cs+].C1C=CC([P]([Pd]([P](C2C=CC=CC=2)(C2C=CC=CC=2)C2C=CC=CC=2)([P](C2C=CC=CC=2)(C2C=CC=CC=2)C2C=CC=CC=2)[P](C2C=CC=CC=2)(C2C=CC=CC=2)C2C=CC=CC=2)(C2C=CC=CC=2)C2C=CC=CC=2)=CC=1. (5) The reactants are [F:1][C:2]1[CH:3]=[CH:4][C:5]([CH3:9])=[C:6]([CH:8]=1)[NH2:7].Br.Br[CH:12]([C:14]1[CH:15]=[C:16]([C:31]([N:33]([CH3:35])[CH3:34])=[O:32])[CH:17]=[C:18]2[C:23]=1[O:22][C:21]([N:24]1[CH2:29][CH2:28][O:27][CH2:26][CH2:25]1)=[CH:20][C:19]2=[O:30])[CH3:13]. No catalyst specified. The product is [F:1][C:2]1[CH:3]=[CH:4][C:5]([CH3:9])=[C:6]([NH:7][CH:12]([C:14]2[CH:15]=[C:16]([C:31]([N:33]([CH3:35])[CH3:34])=[O:32])[CH:17]=[C:18]3[C:23]=2[O:22][C:21]([N:24]2[CH2:29][CH2:28][O:27][CH2:26][CH2:25]2)=[CH:20][C:19]3=[O:30])[CH3:13])[CH:8]=1. The yield is 0.610. (6) The yield is 0.780. The reactants are Cl.[NH2:2][CH:3]([CH2:9][C:10]1[CH:15]=[CH:14][CH:13]=[CH:12][CH:11]=1)[C@H:4]([OH:8])[C:5]([OH:7])=[O:6].C(=O)(O)[O-].[Na+].[C:21](O[C:21]([O:23][C:24]([CH3:27])([CH3:26])[CH3:25])=[O:22])([O:23][C:24]([CH3:27])([CH3:26])[CH3:25])=[O:22]. The product is [C:24]([O:23][C:21]([NH:2][CH:3]([CH2:9][C:10]1[CH:15]=[CH:14][CH:13]=[CH:12][CH:11]=1)[C@H:4]([OH:8])[C:5]([OH:7])=[O:6])=[O:22])([CH3:27])([CH3:26])[CH3:25]. The catalyst is O1CCOCC1.O. (7) The reactants are [CH:1]1([N:7]2[C:11]([C:12](OCC)=[O:13])=[CH:10][C:9]([CH3:17])=[N:8]2)[CH2:6][CH2:5][CH2:4][CH2:3][CH2:2]1.[BH4-].[Li+]. The catalyst is O1CCCC1. The product is [CH:1]1([N:7]2[C:11]([CH2:12][OH:13])=[CH:10][C:9]([CH3:17])=[N:8]2)[CH2:2][CH2:3][CH2:4][CH2:5][CH2:6]1. The yield is 0.970. (8) The reactants are [F:1][C:2]([F:6])([F:5])[CH2:3][OH:4].[H-].[Na+].F[C:10]1[CH:15]=[C:14]([F:16])[CH:13]=[CH:12][C:11]=1[N+:17]([O-:19])=[O:18]. The catalyst is C1COCC1. The product is [F:16][C:14]1[CH:15]=[CH:10][C:11]([N+:17]([O-:19])=[O:18])=[C:12]([O:4][CH2:3][C:2]([F:6])([F:5])[F:1])[CH:13]=1. The yield is 0.720. (9) The reactants are B1([C:10]2[CH:15]=[CH:14][CH:13]=[C:12]([S:16]([NH2:19])(=[O:18])=[O:17])[CH:11]=2)OC(C)(C)C(C)(C)O1.I[C:21]1[C:29]2[C:24](=[N:25][CH:26]=[N:27][C:28]=2[NH2:30])[N:23]([CH:31]([CH3:33])[CH3:32])[N:22]=1.C([O-])([O-])=O.[Na+].[Na+]. The catalyst is CCO.COCCOC.C1C=CC([P]([Pd]([P](C2C=CC=CC=2)(C2C=CC=CC=2)C2C=CC=CC=2)([P](C2C=CC=CC=2)(C2C=CC=CC=2)C2C=CC=CC=2)[P](C2C=CC=CC=2)(C2C=CC=CC=2)C2C=CC=CC=2)(C2C=CC=CC=2)C2C=CC=CC=2)=CC=1. The product is [NH2:30][C:28]1[N:27]=[CH:26][N:25]=[C:24]2[N:23]([CH:31]([CH3:33])[CH3:32])[N:22]=[C:21]([C:10]3[CH:11]=[C:12]([S:16]([NH2:19])(=[O:17])=[O:18])[CH:13]=[CH:14][CH:15]=3)[C:29]=12. The yield is 0.280. (10) The reactants are C=O.[NH:3]1[CH2:8][CH2:7][CH:6]([C:9]2[CH:14]=[CH:13][C:12]([NH:15][C:16]3[N:21]=[C:20]([CH2:22][CH2:23][C:24]4[C:29]([CH2:30][C:31]([NH2:33])=[O:32])=[CH:28][CH:27]=[CH:26][N:25]=4)[C:19]([C:34]([F:37])([F:36])[F:35])=[CH:18][N:17]=3)=[CH:11][CH:10]=2)[CH2:5][CH2:4]1.[C:38](O[BH-](OC(=O)C)OC(=O)C)(=O)C.[Na+]. The catalyst is CO.C(Cl)Cl. The product is [CH3:38][N:3]1[CH2:8][CH2:7][CH:6]([C:9]2[CH:14]=[CH:13][C:12]([NH:15][C:16]3[N:21]=[C:20]([CH2:22][CH2:23][C:24]4[C:29]([CH2:30][C:31]([NH2:33])=[O:32])=[CH:28][CH:27]=[CH:26][N:25]=4)[C:19]([C:34]([F:37])([F:35])[F:36])=[CH:18][N:17]=3)=[CH:11][CH:10]=2)[CH2:5][CH2:4]1. The yield is 0.720.